From a dataset of Forward reaction prediction with 1.9M reactions from USPTO patents (1976-2016). Predict the product of the given reaction. (1) The product is: [CH3:1][O:2][C:3](=[O:24])/[CH:4]=[CH:5]/[CH:6]=[CH:7]/[CH2:8][CH:9]([C:10]([OH:12])=[O:11])[C:17]([OH:19])=[O:18]. Given the reactants [CH3:1][O:2][C:3](=[O:24])/[CH:4]=[CH:5]/[CH:6]=[CH:7]/[CH2:8][CH:9]([C:17]([O:19]C(C)(C)C)=[O:18])[C:10]([O:12]C(C)(C)C)=[O:11].C(O)(C(F)(F)F)=O, predict the reaction product. (2) Given the reactants C([N:8]1[CH2:13][C:12](=[CH2:14])[CH2:11][C@H:10]([C:15]([O:17][C:18]([CH3:21])([CH3:20])[CH3:19])=[O:16])[C@H:9]1[C:22]([O:24][CH2:25][C:26]1[CH:31]=[CH:30][CH:29]=[CH:28][CH:27]=1)=[O:23])C1C=CC=CC=1.Cl[C:33]([O:35][CH2:36][C:37]1[CH:42]=[CH:41][CH:40]=[CH:39][CH:38]=1)=[O:34], predict the reaction product. The product is: [CH2:14]=[C:12]1[CH2:13][N:8]([C:33]([O:35][CH2:36][C:37]2[CH:42]=[CH:41][CH:40]=[CH:39][CH:38]=2)=[O:34])[C@H:9]([C:22]([O:24][CH2:25][C:26]2[CH:27]=[CH:28][CH:29]=[CH:30][CH:31]=2)=[O:23])[C@@H:10]([C:15]([O:17][C:18]([CH3:21])([CH3:20])[CH3:19])=[O:16])[CH2:11]1. (3) The product is: [ClH:46].[C:1]1([CH:7]([C:34]2[CH:39]=[CH:38][CH:37]=[CH:36][CH:35]=2)[CH2:8][N:9]([CH2:25][C:26]2[CH:31]=[CH:30][C:29]([O:32][CH3:33])=[CH:28][CH:27]=2)[CH:10]([CH3:11])[CH2:48][O:49][C:50]2[CH:51]=[C:6]([CH2:42][C:43]([OH:45])=[O:44])[CH:1]=[CH:2][CH:3]=2)[CH:6]=[CH:5][CH:4]=[CH:3][CH:2]=1. Given the reactants [C:1]1([CH:7]([C:34]2[CH:39]=[CH:38][CH:37]=[CH:36][CH:35]=2)[CH2:8][N:9]([CH2:25][C:26]2[CH:31]=[CH:30][C:29]([O:32][CH3:33])=[CH:28][CH:27]=2)[CH2:10][CH2:11]COC2C=C(CC(OC)=O)C=CC=2)[CH:6]=[CH:5][CH:4]=[CH:3][CH:2]=1.[Li+].[OH-].[CH3:42][C:43]([OH:45])=[O:44].[ClH:46].C[CH2:48][O:49][CH2:50][CH3:51], predict the reaction product.